From a dataset of Forward reaction prediction with 1.9M reactions from USPTO patents (1976-2016). Predict the product of the given reaction. Given the reactants Cl[CH2:2][C:3]1[CH:8]=[C:7]([C:9]([F:12])([F:11])[CH3:10])[N:6]=[N:5][C:4]=1[O:13][CH3:14].C(=O)([O-])[O-].[K+].[K+].[Li+].[Br-].[F:23][C:24]1[C:31]([O:32][C:33]2[C:38](=[O:39])[NH:37][CH:36]=[N:35][C:34]=2[C:40]([F:43])([F:42])[F:41])=[CH:30][CH:29]=[CH:28][C:25]=1[C:26]#[N:27], predict the reaction product. The product is: [F:11][C:9]([C:7]1[CH:8]=[C:3]([CH2:2][N:37]2[C:38](=[O:39])[C:33]([O:32][C:31]3[C:24]([F:23])=[C:25]([CH:28]=[CH:29][CH:30]=3)[C:26]#[N:27])=[C:34]([C:40]([F:43])([F:41])[F:42])[N:35]=[CH:36]2)[CH:4]([O:13][CH3:14])[NH:5][N:6]=1)([F:12])[CH3:10].